Dataset: Full USPTO retrosynthesis dataset with 1.9M reactions from patents (1976-2016). Task: Predict the reactants needed to synthesize the given product. (1) The reactants are: Cl[C:2]1[C:3]2[N:10]([CH3:11])[CH:9]=[CH:8][C:4]=2[N:5]=[CH:6][N:7]=1.[NH2:12][C:13]1[CH:30]=[CH:29][C:16]([O:17][C:18]2[C:23]3[CH:24]=[C:25]([C:27]#[N:28])[O:26][C:22]=3[CH:21]=[CH:20][CH:19]=2)=[C:15]([Cl:31])[CH:14]=1.C(=O)([O-])O.[Na+]. Given the product [Cl:31][C:15]1[CH:14]=[C:13]([NH:12][C:2]2[C:3]3[N:10]([CH3:11])[CH:9]=[CH:8][C:4]=3[N:5]=[CH:6][N:7]=2)[CH:30]=[CH:29][C:16]=1[O:17][C:18]1[C:23]2[CH:24]=[C:25]([C:27]#[N:28])[O:26][C:22]=2[CH:21]=[CH:20][CH:19]=1, predict the reactants needed to synthesize it. (2) Given the product [C:1]([O:5][C:6]([N:8]([C:20]([O:22][C:23]([CH3:25])([CH3:24])[CH3:26])=[O:21])[C@:9]1([C:15]([O:17][CH2:18][CH3:19])=[O:16])[CH2:11][C@H:10]1[CH2:12][CH:13]([OH:14])[CH2:30][CH2:29][CH:28]=[CH2:27])=[O:7])([CH3:4])([CH3:2])[CH3:3], predict the reactants needed to synthesize it. The reactants are: [C:1]([O:5][C:6]([N:8]([C:20]([O:22][C:23]([CH3:26])([CH3:25])[CH3:24])=[O:21])[C@:9]1([C:15]([O:17][CH2:18][CH3:19])=[O:16])[CH2:11][C@H:10]1[CH2:12][CH:13]=[O:14])=[O:7])([CH3:4])([CH3:3])[CH3:2].[CH2:27]([Mg]Br)[CH2:28][CH:29]=[CH2:30]. (3) Given the product [Br:1][C:2]1[CH:7]=[CH:6][C:5]([O:8][CH2:11][C:12]([CH3:15])([OH:13])[CH3:14])=[C:4]([O:9][CH3:10])[CH:3]=1, predict the reactants needed to synthesize it. The reactants are: [Br:1][C:2]1[CH:7]=[CH:6][C:5]([OH:8])=[C:4]([O:9][CH3:10])[CH:3]=1.[CH3:11][C:12]1([CH3:15])[CH2:14][O:13]1.C(=O)([O-])[O-].[K+].[K+].P([O-])([O-])([O-])=O.[Na+].[Na+].[Na+]. (4) Given the product [F:28][C:29]1[CH:30]=[CH:31][C:32]([C:33](/[N:35]=[C:36]2/[N:17]([C@@H:18]3[CH2:19][CH2:20][C@H:21]([C:24]([O:26][CH3:27])=[O:25])[CH2:22][CH2:23]3)[C:3]3[CH:4]=[C:5]([O:8][CH2:9][CH2:10][N:11]4[CH2:16][CH2:15][CH2:14][CH2:13][CH2:12]4)[N:6]=[CH:7][C:2]=3[NH:1]/2)=[O:34])=[CH:38][CH:39]=1.[C:33](/[N:35]=[C:36]1/[N:17]([C@@H:18]2[CH2:19][CH2:20][C@H:21]([C:24]([O:26][CH3:27])=[O:25])[CH2:22][CH2:23]2)[C:3]2[CH:4]=[CH:5][N:6]=[CH:7][C:2]=2[NH:1]/1)(=[O:34])[C:32]1[CH:38]=[CH:39][CH:29]=[CH:30][CH:31]=1, predict the reactants needed to synthesize it. The reactants are: [NH2:1][C:2]1[C:3]([NH:17][C@@H:18]2[CH2:23][CH2:22][C@H:21]([C:24]([O:26][CH3:27])=[O:25])[CH2:20][CH2:19]2)=[CH:4][C:5]([O:8][CH2:9][CH2:10][N:11]2[CH2:16][CH2:15][CH2:14][CH2:13][CH2:12]2)=[N:6][CH:7]=1.[F:28][C:29]1[CH:39]=[CH:38][C:32]([C:33]([N:35]=[C:36]=S)=[O:34])=[CH:31][CH:30]=1. (5) Given the product [C:31]([O:30][C:28](=[O:29])[CH2:27][C:18]1([C:20]([O:22][C:23]([CH3:26])([CH3:25])[CH3:24])=[O:21])[O:17][N:16]=[C:15]([C:13]2[CH:14]=[C:9]([OH:8])[CH:10]=[CH:11][C:12]=2[CH3:35])[CH2:19]1)([CH3:34])([CH3:33])[CH3:32], predict the reactants needed to synthesize it. The reactants are: C([O:8][C:9]1[CH:10]=[CH:11][C:12]([CH3:35])=[C:13]([C:15]2[CH2:19][C:18]([CH2:27][C:28]([O:30][C:31]([CH3:34])([CH3:33])[CH3:32])=[O:29])([C:20]([O:22][C:23]([CH3:26])([CH3:25])[CH3:24])=[O:21])[O:17][N:16]=2)[CH:14]=1)C1C=CC=CC=1.[H][H]. (6) The reactants are: [CH2:1]([N:3]1[C:7]([C:8]([O:10][CH3:11])=[O:9])=[CH:6][C:5]([CH3:12])=[N:4]1)[CH3:2].[B-](F)(F)(F)[F:14].[B-](F)(F)(F)F.C1[N+]2(CCl)CC[N+](F)(CC2)C1.CCOC(C)=O. Given the product [CH2:1]([N:3]1[C:7]([C:8]([O:10][CH3:11])=[O:9])=[C:6]([F:14])[C:5]([CH3:12])=[N:4]1)[CH3:2], predict the reactants needed to synthesize it. (7) Given the product [C:43]([OH:44])(=[O:24])[C:37]([OH:38])=[O:40].[OH:38][CH2:37][CH2:36][N:4]1[CH2:5][CH2:6][N:1]([C:7]2[C:16]3[C:11](=[CH:12][CH:13]=[CH:14][CH:15]=3)[CH:10]=[C:9]([C:17]3[CH:18]=[CH:19][C:20]([S:23]([CH2:26][CH2:27][CH3:28])(=[O:25])=[O:24])=[CH:21][CH:22]=3)[N:8]=2)[CH2:2][CH2:3]1, predict the reactants needed to synthesize it. The reactants are: [N:1]1([C:7]2[C:16]3[C:11](=[CH:12][CH:13]=[CH:14][CH:15]=3)[CH:10]=[C:9]([C:17]3[CH:22]=[CH:21][C:20]([S:23]([CH2:26][CH2:27][CH3:28])(=[O:25])=[O:24])=[CH:19][CH:18]=3)[N:8]=2)[CH2:6][CH2:5][NH:4][CH2:3][CH2:2]1.C(N(CC)CC)C.[CH2:36](Br)[CH2:37][OH:38].[OH2:40].CN(C)[CH:43]=[O:44].